From a dataset of NCI-60 drug combinations with 297,098 pairs across 59 cell lines. Regression. Given two drug SMILES strings and cell line genomic features, predict the synergy score measuring deviation from expected non-interaction effect. (1) Drug 1: CC(C1=C(C=CC(=C1Cl)F)Cl)OC2=C(N=CC(=C2)C3=CN(N=C3)C4CCNCC4)N. Synergy scores: CSS=-2.21, Synergy_ZIP=3.11, Synergy_Bliss=3.04, Synergy_Loewe=1.19, Synergy_HSA=0.964. Cell line: T-47D. Drug 2: COC1=NC(=NC2=C1N=CN2C3C(C(C(O3)CO)O)O)N. (2) Drug 1: C1CC(C1)(C(=O)O)C(=O)O.[NH2-].[NH2-].[Pt+2]. Synergy scores: CSS=7.04, Synergy_ZIP=-3.70, Synergy_Bliss=-1.37, Synergy_Loewe=-4.34, Synergy_HSA=-1.88. Drug 2: C1CNP(=O)(OC1)N(CCCl)CCCl. Cell line: KM12. (3) Drug 1: C1=NC2=C(N=C(N=C2N1C3C(C(C(O3)CO)O)O)F)N. Drug 2: C1CN(CCN1C(=O)CCBr)C(=O)CCBr. Cell line: COLO 205. Synergy scores: CSS=36.4, Synergy_ZIP=-6.52, Synergy_Bliss=-0.391, Synergy_Loewe=0.836, Synergy_HSA=2.04. (4) Drug 1: CC1=C(C=C(C=C1)NC(=O)C2=CC=C(C=C2)CN3CCN(CC3)C)NC4=NC=CC(=N4)C5=CN=CC=C5. Drug 2: CCC1(C2=C(COC1=O)C(=O)N3CC4=CC5=C(C=CC(=C5CN(C)C)O)N=C4C3=C2)O.Cl. Cell line: SNB-75. Synergy scores: CSS=21.9, Synergy_ZIP=-7.65, Synergy_Bliss=0.546, Synergy_Loewe=-6.14, Synergy_HSA=0.476. (5) Drug 1: C1=CC(=CC=C1CC(C(=O)O)N)N(CCCl)CCCl.Cl. Drug 2: C1=CC=C(C(=C1)C(C2=CC=C(C=C2)Cl)C(Cl)Cl)Cl. Cell line: HOP-62. Synergy scores: CSS=4.99, Synergy_ZIP=1.73, Synergy_Bliss=5.55, Synergy_Loewe=-5.16, Synergy_HSA=1.83. (6) Drug 1: CN1C(=O)N2C=NC(=C2N=N1)C(=O)N. Drug 2: CS(=O)(=O)CCNCC1=CC=C(O1)C2=CC3=C(C=C2)N=CN=C3NC4=CC(=C(C=C4)OCC5=CC(=CC=C5)F)Cl. Cell line: ACHN. Synergy scores: CSS=18.1, Synergy_ZIP=-7.17, Synergy_Bliss=-0.236, Synergy_Loewe=-15.4, Synergy_HSA=-1.29. (7) Drug 1: CC(CN1CC(=O)NC(=O)C1)N2CC(=O)NC(=O)C2. Drug 2: CC1C(C(CC(O1)OC2CC(CC3=C2C(=C4C(=C3O)C(=O)C5=C(C4=O)C(=CC=C5)OC)O)(C(=O)C)O)N)O.Cl. Cell line: OVCAR-5. Synergy scores: CSS=41.6, Synergy_ZIP=-2.72, Synergy_Bliss=10.7, Synergy_Loewe=-0.285, Synergy_HSA=11.2. (8) Drug 1: C1CN1C2=NC(=NC(=N2)N3CC3)N4CC4. Drug 2: C1=C(C(=O)NC(=O)N1)F. Cell line: SK-OV-3. Synergy scores: CSS=22.1, Synergy_ZIP=-4.96, Synergy_Bliss=-1.45, Synergy_Loewe=1.33, Synergy_HSA=2.13. (9) Drug 1: CCCS(=O)(=O)NC1=C(C(=C(C=C1)F)C(=O)C2=CNC3=C2C=C(C=N3)C4=CC=C(C=C4)Cl)F. Drug 2: CC1OCC2C(O1)C(C(C(O2)OC3C4COC(=O)C4C(C5=CC6=C(C=C35)OCO6)C7=CC(=C(C(=C7)OC)O)OC)O)O. Cell line: T-47D. Synergy scores: CSS=35.5, Synergy_ZIP=-0.346, Synergy_Bliss=4.05, Synergy_Loewe=-8.88, Synergy_HSA=3.65. (10) Drug 1: C1C(C(OC1N2C=C(C(=O)NC2=O)F)CO)O. Drug 2: CN(C(=O)NC(C=O)C(C(C(CO)O)O)O)N=O. Cell line: SNB-19. Synergy scores: CSS=19.1, Synergy_ZIP=-4.52, Synergy_Bliss=0.166, Synergy_Loewe=-24.2, Synergy_HSA=0.138.